From a dataset of Forward reaction prediction with 1.9M reactions from USPTO patents (1976-2016). Predict the product of the given reaction. Given the reactants C([O:3][C:4](=O)[NH:5][CH2:6][CH2:7][C:8]1[CH:13]=[CH:12][CH:11]=[C:10]([C:14]([F:17])([F:16])[F:15])[CH:9]=1)C.O=P12OP3(OP(OP(O3)(O1)=O)(=O)O2)=O, predict the reaction product. The product is: [F:15][C:14]([F:17])([F:16])[C:10]1[CH:9]=[C:8]2[C:13](=[CH:12][CH:11]=1)[C:4](=[O:3])[NH:5][CH2:6][CH2:7]2.